Dataset: Full USPTO retrosynthesis dataset with 1.9M reactions from patents (1976-2016). Task: Predict the reactants needed to synthesize the given product. (1) Given the product [S:16]([OH:20])([OH:19])(=[O:18])=[O:17].[C:1]([NH:4][C:5]1[CH:6]=[C:7]2[C:11](=[CH:12][CH:13]=1)[NH:10][C:9](=[O:14])[C:8]2=[O:15])(=[O:3])[CH3:2], predict the reactants needed to synthesize it. The reactants are: [C:1]([NH:4][C:5]1[CH:6]=[C:7]2[C:11](=[CH:12][CH:13]=1)[NH:10][C:9](=[O:14])[C:8]2=[O:15])(=[O:3])[CH3:2].[S:16](=[O:20])(=[O:19])([OH:18])[OH:17]. (2) Given the product [Cl:1][C:2]1[C:7]([NH2:8])=[C:6]([Cl:11])[N:5]=[C:4]([CH3:12])[N:3]=1, predict the reactants needed to synthesize it. The reactants are: [Cl:1][C:2]1[C:7]([N+:8]([O-])=O)=[C:6]([Cl:11])[N:5]=[C:4]([CH3:12])[N:3]=1. (3) Given the product [Br:5][C:6]1[CH:11]=[N:10][C:9]2[N:12]([S:15]([C:18]3[CH:19]=[CH:20][C:21]([CH3:24])=[CH:22][CH:23]=3)(=[O:17])=[O:16])[CH:13]=[CH:14][C:8]=2[C:28]=1[N:27]([CH3:30])[CH3:26], predict the reactants needed to synthesize it. The reactants are: [H-].[Na+].CI.[Br:5][C:6]1[CH:11]=[N:10][C:9]2[N:12]([S:15]([C:18]3[CH:23]=[CH:22][C:21]([CH3:24])=[CH:20][CH:19]=3)(=[O:17])=[O:16])[CH:13]=[CH:14][C:8]=2C=1N.[CH3:26][N:27]([CH3:30])[CH:28]=O. (4) Given the product [CH:1]1([C@H:7]([NH:41][C:42]([C:44]2[CH:49]=[N:48][CH:47]=[CH:46][N:45]=2)=[O:43])[C:8]([NH:10][C@@H:11]([C:37]([CH3:38])([CH3:39])[CH3:40])[C:12]([N:14]2[CH2:18][C@@H:17]3[CH2:19][CH2:20][CH2:21][C@@H:16]3[C@H:15]2[C:22]([NH:24][C@@H:25]([CH2:34][CH2:35][CH3:36])[C:26](=[O:33])[C:27]([NH:29][CH:30]2[CH2:31][CH2:32]2)=[O:28])=[O:23])=[O:13])=[O:9])[CH2:6][CH2:5][CH2:4][CH2:3][CH2:2]1, predict the reactants needed to synthesize it. The reactants are: [CH:1]1([C@H:7]([NH:41][C:42]([C:44]2[CH:49]=[N:48][CH:47]=[CH:46][N:45]=2)=[O:43])[C:8]([NH:10][C@@H:11]([C:37]([CH3:40])([CH3:39])[CH3:38])[C:12]([N:14]2[CH2:18][C@@H:17]3[CH2:19][CH2:20][CH2:21][C@@H:16]3[C@H:15]2[C:22]([NH:24][C@@H:25]([CH2:34][CH2:35][CH3:36])[CH:26]([OH:33])[C:27]([NH:29][CH:30]2[CH2:32][CH2:31]2)=[O:28])=[O:23])=[O:13])=[O:9])[CH2:6][CH2:5][CH2:4][CH2:3][CH2:2]1.CC(OI1(OC(C)=O)(OC(C)=O)OC(=O)C2C=CC=CC1=2)=O.CC1(C)N([O])C(C)(C)CCC1.Cl[O-].[Na+].C1(NC(=O)C(O)[C@@H](NC(C2C3CCCC3CN2)=O)CCC)CC1.S(=O)(O)[O-].[Na+].